From a dataset of Peptide-MHC class I binding affinity with 185,985 pairs from IEDB/IMGT. Regression. Given a peptide amino acid sequence and an MHC pseudo amino acid sequence, predict their binding affinity value. This is MHC class I binding data. (1) The peptide sequence is KQIMECSRM. The MHC is HLA-A02:01 with pseudo-sequence HLA-A02:01. The binding affinity (normalized) is 0.174. (2) The peptide sequence is FIKDRATAV. The MHC is HLA-A25:01 with pseudo-sequence HLA-A25:01. The binding affinity (normalized) is 0.0847. (3) The peptide sequence is ALLLGVFVTL. The MHC is HLA-A02:01 with pseudo-sequence HLA-A02:01. The binding affinity (normalized) is 0.549.